Dataset: Reaction yield outcomes from USPTO patents with 853,638 reactions. Task: Predict the reaction yield, written as a fraction of the theoretical maximum amount of product (1.0 means a 100% yield; for example, 0.34 means a 34% yield). (1) The reactants are [CH3:1][O:2][C:3]1[CH:19]=[CH:18][C:6]([CH2:7][N:8]2[C@@H:12]3[CH2:13][CH2:14][O:15][CH2:16][C@H:11]3[NH:10][C:9]2=[O:17])=[CH:5][CH:4]=1.[F:20][C:21]1[CH:30]=[C:29](I)[CH:28]=[CH:27][C:22]=1[C:23]([NH:25][CH3:26])=[O:24]. No catalyst specified. The product is [F:20][C:21]1[CH:30]=[C:29]([N:10]2[C@@H:11]3[CH2:16][O:15][CH2:14][CH2:13][C@H:12]3[N:8]([CH2:7][C:6]3[CH:5]=[CH:4][C:3]([O:2][CH3:1])=[CH:19][CH:18]=3)[C:9]2=[O:17])[CH:28]=[CH:27][C:22]=1[C:23]([NH:25][CH3:26])=[O:24]. The yield is 0.380. (2) The reactants are [CH2:1]([O:8][C:9]1[CH:10]=[C:11]2[C:15](=[CH:16][CH:17]=1)[NH:14][CH:13]=[CH:12]2)[C:2]1[CH:7]=[CH:6][CH:5]=[CH:4][CH:3]=1.[H-].[Na+].[CH2:20]([O:22][C:23](=[O:30])[CH2:24][CH:25](Br)[CH2:26][CH2:27][CH3:28])[CH3:21].O. The catalyst is CN(C=O)C. The product is [CH2:20]([O:22][C:23](=[O:30])[CH2:24][CH:25]([N:14]1[C:15]2[C:11](=[CH:10][C:9]([O:8][CH2:1][C:2]3[CH:3]=[CH:4][CH:5]=[CH:6][CH:7]=3)=[CH:17][CH:16]=2)[CH:12]=[CH:13]1)[CH2:26][CH2:27][CH3:28])[CH3:21]. The yield is 0.400. (3) The reactants are [C:1]([O:4][C@H:5]1[CH2:22][CH2:21][C@@:20]2([CH3:23])[C:7](=[CH:8][CH2:9][C@@H:10]3[C@@H:19]2[CH2:18][CH2:17][C@@:15]2([CH3:16])[C@H:11]3[CH2:12][C:13]([CH:25]=[O:26])=[C:14]2Cl)[CH2:6]1)(=[O:3])[CH3:2].[N:27]1[C:31]2[CH:32]=[CH:33][CH:34]=[CH:35][C:30]=2[NH:29][CH:28]=1.C([O-])([O-])=O.[K+].[K+]. The product is [C:1]([O:4][C@H:5]1[CH2:22][CH2:21][C@@:20]2([CH3:23])[C:7](=[CH:8][CH2:9][C@@H:10]3[C@@H:19]2[CH2:18][CH2:17][C@@:15]2([CH3:16])[C@H:11]3[CH2:12][C:13]([CH:25]=[O:26])=[C:14]2[N:27]2[C:31]3[CH:32]=[CH:33][CH:34]=[CH:35][C:30]=3[N:29]=[CH:28]2)[CH2:6]1)(=[O:3])[CH3:2]. The catalyst is CN(C=O)C. The yield is 0.887. (4) The reactants are [CH3:1][C:2]1([CH3:22])[CH:6]([C:7]2[CH:12]=[CH:11][C:10]([CH3:13])=[CH:9][CH:8]=2)[C:5]2[C:14]([CH3:21])=[C:15]([NH2:20])[C:16]([CH3:19])=[C:17]([CH3:18])[C:4]=2[O:3]1.[CH3:23][O:24][C:25]1[CH:33]=[CH:32][C:28]([C:29](Cl)=[O:30])=[CH:27][CH:26]=1. The catalyst is C(OCC)(=O)C.CCCCCC. The product is [CH3:23][O:24][C:25]1[CH:33]=[CH:32][C:28]([C:29]([NH:20][C:15]2[C:16]([CH3:19])=[C:17]([CH3:18])[C:4]3[O:3][C:2]([CH3:22])([CH3:1])[CH:6]([C:7]4[CH:8]=[CH:9][C:10]([CH3:13])=[CH:11][CH:12]=4)[C:5]=3[C:14]=2[CH3:21])=[O:30])=[CH:27][CH:26]=1. The yield is 0.860. (5) The reactants are [F:1][C:2]1[CH:3]=[N:4][C:5]([C:8]([NH:10][C:11](=[O:13])[CH3:12])=[CH2:9])=[N:6][CH:7]=1. The catalyst is CO. The product is [F:1][C:2]1[CH:7]=[N:6][C:5]([C@@H:8]([NH:10][C:11](=[O:13])[CH3:12])[CH3:9])=[N:4][CH:3]=1. The yield is 0.950. (6) The reactants are Br[C:2]1[CH:3]=[N:4][CH:5]=[C:6]([C:8]#[C:9][CH3:10])[CH:7]=1.CC1CCCO1.[B:17](OC(C)C)([O:22]C(C)C)[O:18]C(C)C.[Li]CCCC.Cl. The catalyst is C1(C)C=CC=CC=1. The product is [C:8]([C:6]1[CH:7]=[C:2]([B:17]([OH:22])[OH:18])[CH:3]=[N:4][CH:5]=1)#[C:9][CH3:10]. The yield is 0.870. (7) The reactants are [CH:1]1([C:5]2[CH:10]=[CH:9][C:8]([CH2:11][S:12][CH3:13])=[CH:7][C:6]=2[CH2:14][NH2:15])[CH2:4][CH2:3][CH2:2]1.[CH3:16][N:17]1[CH:21]=[C:20]([C:22]2[C:26]([CH3:27])=[C:25]([NH:28][C:29](=O)[O:30]C3C=CC=CC=3)[N:24]([C:38]3[CH:43]=[CH:42][CH:41]=[CH:40][CH:39]=3)[N:23]=2)[CH:19]=[N:18]1. The yield is 0.210. The product is [CH:1]1([C:5]2[CH:10]=[CH:9][C:8]([CH2:11][S:12][CH3:13])=[CH:7][C:6]=2[CH2:14][NH:15][C:29]([NH:28][C:25]2[N:24]([C:38]3[CH:39]=[CH:40][CH:41]=[CH:42][CH:43]=3)[N:23]=[C:22]([C:20]3[CH:19]=[N:18][N:17]([CH3:16])[CH:21]=3)[C:26]=2[CH3:27])=[O:30])[CH2:2][CH2:3][CH2:4]1. No catalyst specified. (8) The catalyst is C(#N)C. The reactants are [NH:1]1[CH:5]=[C:4]([C:6]2[C:7]3[CH:14]=[CH:13][N:12]([CH2:15][O:16][CH2:17][CH2:18][Si:19]([CH3:22])([CH3:21])[CH3:20])[C:8]=3[N:9]=[CH:10][N:11]=2)[CH:3]=[N:2]1.[CH:23](/[C:29]#[N:30])=[CH:24]\[C:25]([F:28])([F:27])[F:26]. The yield is 0.913. The product is [F:26][C:25]([F:28])([F:27])[CH:24]([N:1]1[CH:5]=[C:4]([C:6]2[C:7]3[CH:14]=[CH:13][N:12]([CH2:15][O:16][CH2:17][CH2:18][Si:19]([CH3:22])([CH3:21])[CH3:20])[C:8]=3[N:9]=[CH:10][N:11]=2)[CH:3]=[N:2]1)[CH2:23][C:29]#[N:30]. (9) The reactants are [NH2:1][C:2]1[CH:17]=[C:16]([F:18])[C:15]([S:19][C:20]2[N:21]([CH3:25])[CH:22]=[CH:23][N:24]=2)=[CH:14][C:3]=1[C:4]([NH:6][C:7]1[CH:12]=[CH:11][C:10](Br)=[CH:9][N:8]=1)=[O:5].[CH3:26][PH:27](=[O:32])[O:28][CH:29]([CH3:31])[CH3:30].C(N(CC)CC)C.C([SiH](CC)CC)C. The catalyst is C1C=CC(P(C2C=CC=CC=2)[C-]2C=CC=C2)=CC=1.C1C=CC(P(C2C=CC=CC=2)[C-]2C=CC=C2)=CC=1.Cl[Pd]Cl.[Fe+2].C1(C)C=CC=CC=1. The product is [CH:29]([O:28][P:27]([C:10]1[CH:9]=[N:8][C:7]([NH:6][C:4](=[O:5])[C:3]2[CH:14]=[C:15]([S:19][C:20]3[N:21]([CH3:25])[CH:22]=[CH:23][N:24]=3)[C:16]([F:18])=[CH:17][C:2]=2[NH2:1])=[CH:12][CH:11]=1)([CH3:26])=[O:32])([CH3:31])[CH3:30]. The yield is 0.160. (10) The reactants are [Na].[CH2:2]([OH:4])[CH3:3].Cl[C:6]1[CH:7]=[N:8][CH:9]=[C:10]([Cl:12])[CH:11]=1.CS(C)=O. The catalyst is O. The product is [Cl:12][C:10]1[CH:9]=[N:8][CH:7]=[C:6]([O:4][CH2:2][CH3:3])[CH:11]=1. The yield is 1.00.